From a dataset of Forward reaction prediction with 1.9M reactions from USPTO patents (1976-2016). Predict the product of the given reaction. (1) Given the reactants Cl[CH2:2][C:3]([NH:5][C:6]1[CH:14]=[CH:13][CH:12]=[C:11]2[C:7]=1[CH2:8][C:9](=[O:15])[NH:10]2)=[O:4].[CH:16]12[N:23]([C:24]([O-:26])=[O:25])[CH:20]([CH2:21][CH2:22]1)[CH2:19][NH:18][CH2:17]2, predict the reaction product. The product is: [O:15]=[C:9]1[CH2:8][C:7]2[C:11](=[CH:12][CH:13]=[CH:14][C:6]=2[NH:5][C:3]([CH2:2][N:18]2[CH2:19][CH:20]3[N:23]([C:24]([O:26][C:7]([CH3:11])([CH3:8])[CH3:6])=[O:25])[CH:16]([CH2:22][CH2:21]3)[CH2:17]2)=[O:4])[NH:10]1. (2) Given the reactants C(OC([NH:8][CH2:9][C:10]1[CH:15]=[CH:14][CH:13]=[C:12]([Cl:16])[C:11]=1[CH2:17][C:18](=O)[CH2:19][C:20]1[CH:25]=[CH:24][CH:23]=[CH:22][CH:21]=1)=O)(C)(C)C.FC(F)(F)C(O)=O.[BH4-].[Na+].C(=O)([O-])O.[Na+], predict the reaction product. The product is: [CH2:19]([CH:18]1[CH2:17][C:11]2[C:10](=[CH:15][CH:14]=[CH:13][C:12]=2[Cl:16])[CH2:9][NH:8]1)[C:20]1[CH:25]=[CH:24][CH:23]=[CH:22][CH:21]=1.